This data is from Reaction yield outcomes from USPTO patents with 853,638 reactions. The task is: Predict the reaction yield, written as a fraction of the theoretical maximum amount of product (1.0 means a 100% yield; for example, 0.34 means a 34% yield). (1) The reactants are [C:1]([C:4]1[CH:5]=[CH:6][C:7]([O:27][CH2:28][C:29]2[CH:34]=[CH:33][CH:32]=[CH:31][CH:30]=2)=[C:8]([CH:26]=1)[C:9]([NH:11][C:12]1[CH:17]=[C:16]([C:18]([F:21])([F:20])[F:19])[CH:15]=[C:14]([C:22]([F:25])([F:24])[F:23])[CH:13]=1)=[O:10])(=[O:3])[CH3:2].[Br-:35].[Br-].[Br-].C1([N+](C)(C)C)C=CC=CC=1.C1([N+](C)(C)C)C=CC=CC=1.C1([N+](C)(C)C)C=CC=CC=1.O. The catalyst is O1CCCC1. The product is [CH2:28]([O:27][C:7]1[CH:6]=[CH:5][C:4]([C:1](=[O:3])[CH2:2][Br:35])=[CH:26][C:8]=1[C:9]([NH:11][C:12]1[CH:17]=[C:16]([C:18]([F:20])([F:19])[F:21])[CH:15]=[C:14]([C:22]([F:25])([F:24])[F:23])[CH:13]=1)=[O:10])[C:29]1[CH:34]=[CH:33][CH:32]=[CH:31][CH:30]=1. The yield is 0.427. (2) The reactants are [BH4-].[Na+].[C:3]([C:6]1[CH:11]=[CH:10][C:9]([NH:12][C:13](=[O:29])[C:14]2[CH:19]=[CH:18][CH:17]=[C:16]([S:20]([N:23]3[CH2:28][CH2:27][CH2:26][CH2:25][CH2:24]3)(=[O:22])=[O:21])[CH:15]=2)=[CH:8][CH:7]=1)(=[O:5])[CH3:4].[Cl-].[NH4+]. The catalyst is C(O)C. The product is [OH:5][CH:3]([C:6]1[CH:7]=[CH:8][C:9]([NH:12][C:13](=[O:29])[C:14]2[CH:19]=[CH:18][CH:17]=[C:16]([S:20]([N:23]3[CH2:24][CH2:25][CH2:26][CH2:27][CH2:28]3)(=[O:21])=[O:22])[CH:15]=2)=[CH:10][CH:11]=1)[CH3:4]. The yield is 0.980. (3) The reactants are [CH2:1]([CH:7]([CH2:47][CH2:48][CH2:49][CH2:50][CH2:51][CH2:52][CH2:53][CH3:54])[CH2:8][C:9]1[S:13][C:12]([C:14]2[C:25]3[S:24][CH:23]=[CH:22][C:21]=3[C:20]([C:26]3[S:27][C:28]([CH2:31][CH:32]([CH2:41][CH2:42][CH2:43][CH2:44][CH2:45][CH3:46])[CH2:33][CH2:34][CH2:35][CH2:36][CH2:37][CH2:38][CH2:39][CH3:40])=[CH:29][CH:30]=3)=[C:19]3[C:15]=2[CH:16]=[CH:17][S:18]3)=[CH:11][CH:10]=1)[CH2:2][CH2:3][CH2:4][CH2:5][CH3:6].C1COCC1.C([Li])CCC.[CH3:65][Sn:66](Cl)([CH3:68])[CH3:67]. The catalyst is CCCCCC. The product is [CH2:41]([CH:32]([CH2:33][CH2:34][CH2:35][CH2:36][CH2:37][CH2:38][CH2:39][CH3:40])[CH2:31][C:28]1[S:27][C:26]([C:20]2[C:19]3[S:18][C:17]([Sn:66]([CH3:68])([CH3:67])[CH3:65])=[CH:16][C:15]=3[C:14]([C:12]3[S:13][C:9]([CH2:8][CH:7]([CH2:1][CH2:2][CH2:3][CH2:4][CH2:5][CH3:6])[CH2:47][CH2:48][CH2:49][CH2:50][CH2:51][CH2:52][CH2:53][CH3:54])=[CH:10][CH:11]=3)=[C:25]3[C:21]=2[CH:22]=[C:23]([Sn:66]([CH3:68])([CH3:67])[CH3:65])[S:24]3)=[CH:30][CH:29]=1)[CH2:42][CH2:43][CH2:44][CH2:45][CH3:46]. The yield is 0.760. (4) The reactants are [CH2:1]([O:8][C:9]1[C:14]([OH:15])=[CH:13][CH:12]=[C:11]([Cl:16])[C:10]=1[C:17]1[CH:22]=[CH:21][CH:20]=[CH:19][C:18]=1Cl)[C:2]1[CH:7]=[CH:6][CH:5]=[CH:4][CH:3]=1.[CH2:24](OC1C(C=O)=CC=C(Cl)C=1C1C=CC=CC=1C)C1C=CC=CC=1. No catalyst specified. The product is [CH2:1]([O:8][C:9]1[C:14]([OH:15])=[CH:13][CH:12]=[C:11]([Cl:16])[C:10]=1[C:17]1[CH:22]=[CH:21][CH:20]=[CH:19][C:18]=1[CH3:24])[C:2]1[CH:7]=[CH:6][CH:5]=[CH:4][CH:3]=1. The yield is 0.620. (5) The reactants are [OH:1][C:2]1[CH:7]=[CH:6][C:5]([C@H:8]2[CH2:13][CH2:12][C@H:11]([N:14]([CH2:18][CH2:19][CH2:20][C:21]3[CH:26]=[CH:25][CH:24]=[CH:23][CH:22]=3)[C:15](=O)[CH3:16])[CH2:10][CH2:9]2)=[CH:4][CH:3]=1.[H-].[H-].[H-].[H-].[Li+].[Al+3]. The catalyst is C1COCC1.CCOCC. The product is [CH2:15]([N:14]([C@H:11]1[CH2:10][CH2:9][C@H:8]([C:5]2[CH:6]=[CH:7][C:2]([OH:1])=[CH:3][CH:4]=2)[CH2:13][CH2:12]1)[CH2:18][CH2:19][CH2:20][C:21]1[CH:26]=[CH:25][CH:24]=[CH:23][CH:22]=1)[CH3:16]. The yield is 0.480.